Predict the reactants needed to synthesize the given product. From a dataset of Full USPTO retrosynthesis dataset with 1.9M reactions from patents (1976-2016). Given the product [CH2:21]([O:1][C:2]1[N:6]([C:7]2[CH:12]=[C:11]([C:13]#[N:14])[CH:10]=[CH:9][N:8]=2)[N:5]=[CH:4][CH:3]=1)[C:15]1[CH:20]=[CH:19][CH:18]=[CH:17][CH:16]=1, predict the reactants needed to synthesize it. The reactants are: [OH:1][C:2]1[N:6]([C:7]2[CH:12]=[C:11]([C:13]#[N:14])[CH:10]=[CH:9][N:8]=2)[N:5]=[CH:4][CH:3]=1.[C:15]1([CH2:21]O)[CH:20]=[CH:19][CH:18]=[CH:17][CH:16]=1.C1C=CC(P(C2C=CC=CC=2)C2C=CC=CC=2)=CC=1.CC(OC(/N=N/C(OC(C)C)=O)=O)C.